Dataset: Catalyst prediction with 721,799 reactions and 888 catalyst types from USPTO. Task: Predict which catalyst facilitates the given reaction. (1) Reactant: [C:1]([O:4][C:5]1[CH:6]=[C:7](/[CH:12]=[CH:13]/[C:14]([OH:16])=O)[CH:8]=[CH:9][C:10]=1[F:11])(=[O:3])[CH3:2].[CH2:17]([N:24]1[C:32]2[C:27](=[CH:28][CH:29]=[CH:30][C:31]=2[NH2:33])[CH:26]=[N:25]1)[C:18]1[CH:23]=[CH:22][CH:21]=[CH:20][CH:19]=1.C(Cl)CCl.C1C=CC2N(O)N=NC=2C=1. Product: [CH2:17]([N:24]1[C:32]2[C:27](=[CH:28][CH:29]=[CH:30][C:31]=2[NH:33][C:14](=[O:16])/[CH:13]=[CH:12]/[C:7]2[CH:8]=[CH:9][C:10]([F:11])=[C:5]([O:4][C:1](=[O:3])[CH3:2])[CH:6]=2)[CH:26]=[N:25]1)[C:18]1[CH:19]=[CH:20][CH:21]=[CH:22][CH:23]=1. The catalyst class is: 18. (2) The catalyst class is: 20. Product: [F:1][C:2]1[CH:7]=[C:6]([F:8])[C:5]([F:9])=[CH:4][C:3]=1[C:10]1[CH:11]=[CH:12][C:13]([O:16][CH2:17][C:18]2[CH:19]=[C:20]([CH:24]=[CH:25][CH:26]=2)[C:21]([NH:45][S:42]([CH:39]2[CH2:41][CH2:40]2)(=[O:44])=[O:43])=[O:23])=[CH:14][CH:15]=1. Reactant: [F:1][C:2]1[CH:7]=[C:6]([F:8])[C:5]([F:9])=[CH:4][C:3]=1[C:10]1[CH:15]=[CH:14][C:13]([O:16][CH2:17][C:18]2[CH:19]=[C:20]([CH:24]=[CH:25][CH:26]=2)[C:21]([OH:23])=O)=[CH:12][CH:11]=1.C1N=CN(C(N2C=NC=C2)=O)C=1.[CH:39]1([S:42]([NH2:45])(=[O:44])=[O:43])[CH2:41][CH2:40]1.C1CCN2C(=NCCC2)CC1.Cl. (3) Reactant: [CH2:1]([N:3]1[C:11]2[C:6](=[C:7]([N+:12]([O-:14])=[O:13])[CH:8]=[CH:9][CH:10]=2)[CH:5]=[CH:4]1)[CH3:2].[Br:15]N1C(=O)CCC1=O. Product: [Br:15][C:5]1[C:6]2[C:11](=[CH:10][CH:9]=[CH:8][C:7]=2[N+:12]([O-:14])=[O:13])[N:3]([CH2:1][CH3:2])[CH:4]=1. The catalyst class is: 7. (4) Reactant: [Br:1][C:2]1[CH:7]=[CH:6][C:5]([NH2:8])=[C:4]([C:9]([F:12])([F:11])[F:10])[CH:3]=1.[O:13]1[CH2:18][CH2:17][C:16](=O)[CH2:15][CH2:14]1.C(O[BH-](OC(=O)C)OC(=O)C)(=O)C.[Na+]. Product: [Br:1][C:2]1[CH:7]=[CH:6][C:5]([NH:8][CH:16]2[CH2:17][CH2:18][O:13][CH2:14][CH2:15]2)=[C:4]([C:9]([F:10])([F:11])[F:12])[CH:3]=1. The catalyst class is: 26.